Dataset: Peptide-MHC class II binding affinity with 134,281 pairs from IEDB. Task: Regression. Given a peptide amino acid sequence and an MHC pseudo amino acid sequence, predict their binding affinity value. This is MHC class II binding data. (1) The binding affinity (normalized) is 0.167. The MHC is DRB1_1501 with pseudo-sequence DRB1_1501. The peptide sequence is LEAAVKQAYAATVAT. (2) The MHC is DRB1_1201 with pseudo-sequence DRB1_1201. The peptide sequence is SQIPISINYRTEIDK. The binding affinity (normalized) is 0.298. (3) The peptide sequence is TQAFSAHGSGREVID. The MHC is DRB5_0101 with pseudo-sequence DRB5_0101. The binding affinity (normalized) is 0.600. (4) The peptide sequence is NVVKSGIFLSVAAGN. The MHC is DRB1_1302 with pseudo-sequence DRB1_1302. The binding affinity (normalized) is 0.624.